From a dataset of Full USPTO retrosynthesis dataset with 1.9M reactions from patents (1976-2016). Predict the reactants needed to synthesize the given product. (1) Given the product [CH3:36][C:34]1[CH:35]=[C:30]([NH:29][C:28]([C:15]2[CH:16]=[N:17][N:18]([C:19]3[CH:20]=[CH:21][C:22]([CH:25]([CH3:27])[CH3:26])=[CH:23][CH:24]=3)[C:14]=2[CH:11]2[CH2:10][CH2:9][NH:8][CH2:13][CH2:12]2)=[O:38])[CH:31]=[C:32]([CH3:37])[CH:33]=1, predict the reactants needed to synthesize it. The reactants are: C(OC([N:8]1[CH2:13][CH2:12][CH:11]([C:14]2[N:18]([C:19]3[CH:24]=[CH:23][C:22]([CH:25]([CH3:27])[CH3:26])=[CH:21][CH:20]=3)[N:17]=[CH:16][C:15]=2[C:28](=[O:38])[NH:29][C:30]2[CH:35]=[C:34]([CH3:36])[CH:33]=[C:32]([CH3:37])[CH:31]=2)[CH2:10][CH2:9]1)=O)(C)(C)C.C(Cl)Cl.C(O)(C(F)(F)F)=O. (2) Given the product [Br:1][C:2]1[CH:3]=[C:4]2[C:9](=[CH:10][CH:11]=1)[O:8][CH:7]([CH:12]1[CH2:17][CH2:16][CH2:15][O:14][CH2:13]1)[CH2:6][C:5]2=[N:25][S:23]([C:20]([CH3:22])([CH3:21])[CH3:19])=[O:24], predict the reactants needed to synthesize it. The reactants are: [Br:1][C:2]1[CH:3]=[C:4]2[C:9](=[CH:10][CH:11]=1)[O:8][CH:7]([CH:12]1[CH2:17][CH2:16][CH2:15][O:14][CH2:13]1)[CH2:6][C:5]2=O.[CH3:19][C:20]([S:23]([NH2:25])=[O:24])([CH3:22])[CH3:21]. (3) Given the product [C:1]1([S:7]([C:10]2[CH:15]=[CH:14][C:13]([CH2:16][CH2:17][CH:18]=[CH2:19])=[C:12]([Br:25])[CH:11]=2)(=[O:9])=[O:8])[CH:6]=[CH:5][CH:4]=[CH:3][CH:2]=1, predict the reactants needed to synthesize it. The reactants are: [C:1]1([S:7]([C:10]2[CH:15]=[CH:14][C:13]([CH2:16][CH2:17][CH:18](O)[CH2:19][Si](C)(C)C)=[C:12]([Br:25])[CH:11]=2)(=[O:9])=[O:8])[CH:6]=[CH:5][CH:4]=[CH:3][CH:2]=1.B(F)(F)F.CCOCC. (4) Given the product [CH3:24][N:22]1[C:17]2[CH:16]=[CH:15][CH:14]=[CH:19][C:18]=2[N:20]=[C:10]1[CH2:11][C:5]1[CH:4]=[CH:3][C:2]([C:1]([NH:38][C@H:37]([C:36]([O:35][CH3:34])=[O:41])[CH2:39][OH:40])=[O:9])=[CH:7][CH:6]=1, predict the reactants needed to synthesize it. The reactants are: [C:1]([OH:9])(=O)[C:2]1[CH:7]=[CH:6][CH:5]=[CH:4][CH:3]=1.[CH2:10](Cl)[CH2:11]Cl.[CH:14]1[CH:15]=[CH:16][C:17]2[N:22](O)N=[N:20][C:18]=2[CH:19]=1.[CH3:24]CN(C(C)C)C(C)C.Cl.[CH3:34][O:35][C:36](=[O:41])[C@H:37]([CH2:39][OH:40])[NH2:38]. (5) Given the product [Cl:7][C:8]1[CH:33]=[CH:32][C:11]([CH:12]=[C:36]2[CH2:41][CH2:40][N:39]([C:42]([O:44][C:45]([CH3:48])([CH3:47])[CH3:46])=[O:43])[CH2:38][CH2:37]2)=[CH:10][C:9]=1[F:34], predict the reactants needed to synthesize it. The reactants are: C([Li])CCC.[Br-].[Cl:7][C:8]1[CH:33]=[CH:32][C:11]([CH2:12][P+](C2C=CC=CC=2)(C2C=CC=CC=2)C2C=CC=CC=2)=[CH:10][C:9]=1[F:34].O=[C:36]1[CH2:41][CH2:40][N:39]([C:42]([O:44][C:45]([CH3:48])([CH3:47])[CH3:46])=[O:43])[CH2:38][CH2:37]1.